From a dataset of Forward reaction prediction with 1.9M reactions from USPTO patents (1976-2016). Predict the product of the given reaction. The product is: [Cl:35][C:36]1[N:41]=[CH:40][C:39]([CH2:16][C:10]2[CH:11]=[N:12][C:13]([O:14][CH3:15])=[C:8]([C:5]3[CH:6]=[CH:7][C:2]([F:1])=[CH:3][CH:4]=3)[CH:9]=2)=[CH:38][N:37]=1. Given the reactants [F:1][C:2]1[CH:7]=[CH:6][C:5]([C:8]2[CH:9]=[C:10]([CH2:16]O)[CH:11]=[N:12][C:13]=2[O:14][CH3:15])=[CH:4][CH:3]=1.ClCC1C=C(C2C=CC(F)=CC=2)C(OC)=NC=1.[Cl:35][C:36]1[N:41]=[CH:40][C:39](B(O)O)=[CH:38][N:37]=1, predict the reaction product.